This data is from Reaction yield outcomes from USPTO patents with 853,638 reactions. The task is: Predict the reaction yield, written as a fraction of the theoretical maximum amount of product (1.0 means a 100% yield; for example, 0.34 means a 34% yield). (1) The reactants are [C:1]([O:5][C:6](=[O:27])[NH:7][CH2:8][C:9]#[C:10][C:11]1[CH:16]=[CH:15][C:14]([Cl:17])=[CH:13][C:12]=1[C:18](=[O:26])[C:19]1[CH:24]=[CH:23][CH:22]=[CH:21][C:20]=1[F:25])([CH3:4])([CH3:3])[CH3:2].C(O)=[O:29]. The catalyst is C(Cl)Cl.O.[NH4+].[OH-].S([O-])([O-])(=O)=O.[Hg+2]. The product is [C:1]([O:5][C:6](=[O:27])[NH:7][CH2:8][CH2:9][C:10]([C:11]1[CH:16]=[CH:15][C:14]([Cl:17])=[CH:13][C:12]=1[C:18](=[O:26])[C:19]1[CH:24]=[CH:23][CH:22]=[CH:21][C:20]=1[F:25])=[O:29])([CH3:4])([CH3:2])[CH3:3]. The yield is 0.950. (2) The catalyst is CC#N.Cl[Pd]Cl. The yield is 0.980. The product is [F:8][C:6]1[CH:7]=[C:2]2[C:3]([CH:12]=[C:13]([C:14]([CH3:21])([CH3:22])[CH2:15][C:16]([O:18][CH2:19][CH3:20])=[O:17])[NH:1]2)=[CH:4][C:5]=1[N+:9]([O-:11])=[O:10]. The reactants are [NH2:1][C:2]1[CH:7]=[C:6]([F:8])[C:5]([N+:9]([O-:11])=[O:10])=[CH:4][C:3]=1[C:12]#[C:13][C:14]([CH3:22])([CH3:21])[CH2:15][C:16]([O:18][CH2:19][CH3:20])=[O:17].C(OCC)(=O)C. (3) The catalyst is O1CCCC1. The yield is 0.400. The product is [CH3:29][O:28][C:23]1[CH:24]=[C:25]2[C:20](=[CH:21][CH:22]=1)[CH:19]=[C:18]([C:16](=[O:17])[CH2:15][CH2:9][C:1]([C:2]1[CH:7]=[CH:6][CH:5]=[CH:4][CH:3]=1)=[O:8])[CH:27]=[CH:26]2. The reactants are [C:1]([CH:9]([CH2:15][C:16]([C:18]1[CH:27]=[CH:26][C:25]2[C:20](=[CH:21][CH:22]=[C:23]([O:28][CH3:29])[CH:24]=2)[CH:19]=1)=[O:17])C(OCC)=O)(=[O:8])[C:2]1[CH:7]=[CH:6][CH:5]=[CH:4][CH:3]=1.[OH-].[Na+].Cl. (4) The reactants are Cl[C:2]1[C:3]([CH2:15][O:16][CH3:17])=[N:4][CH:5]=[C:6]([N:8]2[C:12]([CH3:13])=[CH:11][C:10]([CH3:14])=[N:9]2)[N:7]=1.[Cl:18][C:19]1[CH:25]=[CH:24][C:22]([NH2:23])=[CH:21][CH:20]=1.C(=O)([O-])[O-].[Cs+].[Cs+]. The catalyst is O1CCOCC1.C1C=CC(/C=C/C(/C=C/C2C=CC=CC=2)=O)=CC=1.C1C=CC(/C=C/C(/C=C/C2C=CC=CC=2)=O)=CC=1.C1C=CC(/C=C/C(/C=C/C2C=CC=CC=2)=O)=CC=1.[Pd].[Pd].C1(P(C2C=CC=CC=2)[C-]2C=CC=C2)C=CC=CC=1.[C-]1(P(C2C=CC=CC=2)C2C=CC=CC=2)C=CC=C1.[Fe+2]. The product is [Cl:18][C:19]1[CH:25]=[CH:24][C:22]([NH:23][C:2]2[C:3]([CH2:15][O:16][CH3:17])=[N:4][CH:5]=[C:6]([N:8]3[C:12]([CH3:13])=[CH:11][C:10]([CH3:14])=[N:9]3)[N:7]=2)=[CH:21][CH:20]=1. The yield is 0.800.